From a dataset of Catalyst prediction with 721,799 reactions and 888 catalyst types from USPTO. Predict which catalyst facilitates the given reaction. (1) Reactant: C(N(CC)CC)C.[Cl:8][C:9]1[CH:16]=[CH:15][C:12]([CH:13]=O)=[C:11]([F:17])[C:10]=1[O:18][C:19]1[CH:24]=[CH:23][CH:22]=[CH:21][CH:20]=1.Cl.[CH2:26]([O:28][C:29](=[O:34])[CH2:30][C@H:31]([NH2:33])[CH3:32])[CH3:27].C(O)(=O)C.C(O[BH-](OC(=O)C)OC(=O)C)(=O)C.[Na+].C(=O)([O-])O.[Na+]. Product: [CH2:26]([O:28][C:29](=[O:34])[CH2:30][C@H:31]([NH:33][CH2:13][C:12]1[CH:15]=[CH:16][C:9]([Cl:8])=[C:10]([O:18][C:19]2[CH:24]=[CH:23][CH:22]=[CH:21][CH:20]=2)[C:11]=1[F:17])[CH3:32])[CH3:27]. The catalyst class is: 26. (2) Reactant: Br[C:2]1[C:10]2[C:9]([O:11][C@H:12]([CH3:24])[CH2:13][CH2:14][CH2:15][CH2:16][C:17]([O:19][C:20]([CH3:23])([CH3:22])[CH3:21])=[O:18])=[N:8][CH:7]=[N:6][C:5]=2[O:4][C:3]=1[C:25]1[CH:30]=[CH:29][CH:28]=[CH:27][CH:26]=1.[CH2:31]([C:33]1[CH:34]=[CH:35][C:36]([Sn](CCCC)(CCCC)CCCC)=[N:37][CH:38]=1)[CH3:32]. Product: [CH2:31]([C:33]1[CH:34]=[CH:35][C:36]([C:2]2[C:10]3[C:9]([O:11][C@H:12]([CH3:24])[CH2:13][CH2:14][CH2:15][CH2:16][C:17]([O:19][C:20]([CH3:23])([CH3:22])[CH3:21])=[O:18])=[N:8][CH:7]=[N:6][C:5]=3[O:4][C:3]=2[C:25]2[CH:30]=[CH:29][CH:28]=[CH:27][CH:26]=2)=[N:37][CH:38]=1)[CH3:32]. The catalyst class is: 11. (3) Reactant: [CH3:1][C:2]1[C:10]2[C:5](=[CH:6][CH:7]=[C:8]([C:11]3[CH:16]=[C:15]([C:17]4[CH:22]=[CH:21][CH:20]=[CH:19][C:18]=4[O:23][CH2:24][CH2:25][O:26][CH3:27])[NH:14][C:13](=[O:28])[N:12]=3)[CH:9]=2)[N:4](C(=O)C)[N:3]=1.Cl.OCCOC1C=CC=CC=1C1NC(=O)N=C(C2C=C3C(=CC=2)NN=C3C)C=1. Product: [OH:26][CH2:25][CH2:24][O:23][C:18]1[CH:19]=[CH:20][CH:21]=[CH:22][C:17]=1[C:15]1[NH:14][C:13](=[O:28])[N:12]=[C:11]([C:8]2[CH:9]=[C:10]3[C:5](=[CH:6][CH:7]=2)[NH:4][N:3]=[C:2]3[CH3:1])[CH:16]=1.[CH3:1][C:2]1[C:10]2[C:5](=[CH:6][CH:7]=[C:8]([C:11]3[CH:16]=[C:15]([C:17]4[CH:22]=[CH:21][CH:20]=[CH:19][C:18]=4[O:23][CH2:24][CH2:25][O:26][CH3:27])[NH:14][C:13](=[O:28])[N:12]=3)[CH:9]=2)[NH:4][N:3]=1. The catalyst class is: 5. (4) Reactant: Cl[C:2]1[N:7]=[C:6]([N:8]2[C@@H:12]([C@H:13]([O:15][CH3:16])[CH3:14])[CH2:11][O:10][C:9]2=[O:17])[CH:5]=[CH:4][N:3]=1.[F-:18].[K+].CS(C)=O. Product: [F:18][C:2]1[N:7]=[C:6]([N:8]2[C@@H:12]([C@H:13]([O:15][CH3:16])[CH3:14])[CH2:11][O:10][C:9]2=[O:17])[CH:5]=[CH:4][N:3]=1. The catalyst class is: 6. (5) Reactant: [F:1][C:2]1[CH:21]=[CH:20][CH:19]=[C:18]([F:22])[C:3]=1[CH2:4][O:5][C:6]1[CH:7]=[C:8]([CH2:12][C:13]([O:15]CC)=[O:14])[CH:9]=[CH:10][CH:11]=1.[OH-].[Na+]. Product: [F:1][C:2]1[CH:21]=[CH:20][CH:19]=[C:18]([F:22])[C:3]=1[CH2:4][O:5][C:6]1[CH:7]=[C:8]([CH2:12][C:13]([OH:15])=[O:14])[CH:9]=[CH:10][CH:11]=1. The catalyst class is: 8. (6) Reactant: [Cl:1][C:2]1[N:10]=[C:9]2[C:5]([N:6]=[CH:7][NH:8]2)=[C:4](Cl)[N:3]=1.Cl.[CH3:13][O:14][C:15](=[O:24])[C:16]1[CH:21]=[CH:20][C:19]([CH2:22][NH2:23])=[CH:18][CH:17]=1.C([O-])(O)=O.[Na+]. Product: [CH3:13][O:14][C:15](=[O:24])[C:16]1[CH:21]=[CH:20][C:19]([CH2:22][NH:23][C:4]2[N:3]=[C:2]([Cl:1])[N:10]=[C:9]3[C:5]=2[N:6]=[CH:7][NH:8]3)=[CH:18][CH:17]=1. The catalyst class is: 6. (7) Reactant: I[CH2:2][C:3](=[CH2:18])[CH2:4][O:5][C:6]1[CH:15]=[CH:14][C:9]([C:10]([O:12][CH3:13])=[O:11])=[CH:8][C:7]=1[CH:16]=O.ClCC(=C)COC1C=CC(C(OC)=O)=CC=1C=O.C1(P(C2C=CC=CC=2)C2C=CC=CC=2)C=CC=CC=1.C[O-].[Na+]. Product: [CH2:2]=[C:3]1[CH:18]=[CH:16][C:7]2[CH:8]=[C:9]([C:10]([O:12][CH3:13])=[O:11])[CH:14]=[CH:15][C:6]=2[O:5][CH2:4]1. The catalyst class is: 449.